Dataset: Full USPTO retrosynthesis dataset with 1.9M reactions from patents (1976-2016). Task: Predict the reactants needed to synthesize the given product. Given the product [CH3:53][O:52][C:49]1[CH:48]=[CH:47][C:46]([CH2:45][N:44]([CH2:54][C:55]2[CH:56]=[CH:57][C:58]([O:61][CH3:62])=[CH:59][CH:60]=2)[C:39]2[N:40]=[C:41]([CH3:43])[N:42]=[C:37]([C:24]3[CH:23]=[C:22]([CH2:14][N:11]4[CH2:12][CH2:13][N:8]([C:6]([O:5][C:1]([CH3:4])([CH3:3])[CH3:2])=[O:7])[CH2:9][C@H:10]4[CH3:19])[CH:27]=[N:26][C:25]=3[NH:28][C:29]3[CH:30]=[N:31][C:32]([O:35][CH3:36])=[CH:33][CH:34]=3)[N:38]=2)=[CH:51][CH:50]=1, predict the reactants needed to synthesize it. The reactants are: [C:1]([O:5][C:6]([N:8]1[CH2:13][CH2:12][N:11]([CH2:14][B-](F)(F)F)[C@H:10]([CH3:19])[CH2:9]1)=[O:7])([CH3:4])([CH3:3])[CH3:2].[K+].Cl[C:22]1[CH:23]=[C:24]([C:37]2[N:42]=[C:41]([CH3:43])[N:40]=[C:39]([N:44]([CH2:54][C:55]3[CH:60]=[CH:59][C:58]([O:61][CH3:62])=[CH:57][CH:56]=3)[CH2:45][C:46]3[CH:51]=[CH:50][C:49]([O:52][CH3:53])=[CH:48][CH:47]=3)[N:38]=2)[C:25]([NH:28][C:29]2[CH:30]=[N:31][C:32]([O:35][CH3:36])=[CH:33][CH:34]=2)=[N:26][CH:27]=1.